Predict the reaction yield, written as a fraction of the theoretical maximum amount of product (1.0 means a 100% yield; for example, 0.34 means a 34% yield). From a dataset of Reaction yield outcomes from USPTO patents with 853,638 reactions. (1) The reactants are [O:1]=[C:2]1[C:7]([CH2:8][C:9]2[CH:14]=[CH:13][C:12]([C:15]3[C:16]([C:21]#[N:22])=[CH:17][CH:18]=[CH:19][CH:20]=3)=[CH:11][CH:10]=2)=[C:6]([CH2:23][CH2:24][CH3:25])[N:5]2[N:26]=[CH:27][N:28]=[C:4]2[N:3]1[CH:29]1[CH2:37][CH2:36][C:35]2[NH:34][N:33]=[CH:32][C:31]=2[CH2:30]1.[H-].[Na+].CN(C)C(=O)C.[CH3:46][C:47]1([CH3:50])[CH2:49][O:48]1. The catalyst is O.C(OCC)(=O)C. The product is [OH:48][C:47]([CH3:50])([CH3:49])[CH2:46][N:34]1[C:35]2[CH2:36][CH2:37][CH:29]([N:3]3[C:2](=[O:1])[C:7]([CH2:8][C:9]4[CH:10]=[CH:11][C:12]([C:15]5[C:16]([C:21]#[N:22])=[CH:17][CH:18]=[CH:19][CH:20]=5)=[CH:13][CH:14]=4)=[C:6]([CH2:23][CH2:24][CH3:25])[N:5]4[N:26]=[CH:27][N:28]=[C:4]34)[CH2:30][C:31]=2[CH:32]=[N:33]1. The yield is 0.0800. (2) The reactants are OO.[Si]([O:10][CH2:11][CH:12]1[CH2:27][C:26]2[C:14](=[CH:15][C:16]3[N+:21]([O-:22])=[N:20][C:19]([CH2:23][CH3:24])=[N:18][C:17]=3[CH:25]=2)[CH2:13]1)(C(C)(C)C)(C)C.CC(O)=[O:30].O. The catalyst is CO.CCN(CC)CC. The product is [CH2:23]([C:19]1[N:20]=[N+:21]([O-:22])[C:16]2[CH:15]=[C:14]3[C:26]([CH2:27][CH:12]([CH2:11][OH:10])[CH2:13]3)=[CH:25][C:17]=2[N+:18]=1[O-:30])[CH3:24]. The yield is 0.180. (3) The reactants are [CH:1]([C:3]1[CH:8]=[CH:7][C:6]([C:9]2[C:10]([C:15]#[N:16])=[CH:11][CH:12]=[CH:13][CH:14]=2)=[CH:5][CH:4]=1)=[O:2].[CH3:17][Mg]Br.Cl. The catalyst is O1CCCC1. The product is [OH:2][CH:1]([C:3]1[CH:4]=[CH:5][C:6]([C:9]2[C:10]([C:15]#[N:16])=[CH:11][CH:12]=[CH:13][CH:14]=2)=[CH:7][CH:8]=1)[CH3:17]. The yield is 0.930. (4) The reactants are [C:1]1([C:7]2[CH:12]=[C:11]([CH:13]3[CH2:18][CH2:17][N:16]([O:19][CH3:20])[CH2:15][CH2:14]3)[CH:10]=[CH:9][C:8]=2[NH:21][C:22]([C:24]2[N:25](COCC[Si](C)(C)C)[CH:26]=[C:27]([C:29]#[N:30])[N:28]=2)=[O:23])[CH2:6][CH2:5][CH2:4][CH2:3][CH:2]=1.[C:39]([OH:45])([C:41]([F:44])([F:43])[F:42])=[O:40]. The catalyst is C(Cl)Cl.CCO. The product is [F:42][C:41]([F:44])([F:43])[C:39]([OH:45])=[O:40].[C:1]1([C:7]2[CH:12]=[C:11]([CH:13]3[CH2:18][CH2:17][N:16]([O:19][CH3:20])[CH2:15][CH2:14]3)[CH:10]=[CH:9][C:8]=2[NH:21][C:22]([C:24]2[NH:28][C:27]([C:29]#[N:30])=[CH:26][N:25]=2)=[O:23])[CH2:6][CH2:5][CH2:4][CH2:3][CH:2]=1. The yield is 0.580. (5) The reactants are [Si:1]([O:8][CH2:9][CH:10]([OH:23])[CH2:11][C:12]1[CH:21]=[CH:20][C:19]2[CH2:18][CH2:17][CH2:16][CH2:15][C:14]=2[C:13]=1O)([C:4]([CH3:7])([CH3:6])[CH3:5])([CH3:3])[CH3:2].C1(P(C2C=CC=CC=2)C2C=CC=CC=2)C=CC=CC=1.CCOC(/N=N/C(OCC)=O)=O.C([Si](C)(C)OCC1OC2C3CCCC=3C=CC=2C1)(C)(C)C. No catalyst specified. The product is [C:4]([Si:1]([O:8][CH2:9][CH:10]1[O:23][C:13]2[C:14]3[CH2:15][CH2:16][CH2:17][CH2:18][C:19]=3[CH:20]=[CH:21][C:12]=2[CH2:11]1)([CH3:3])[CH3:2])([CH3:5])([CH3:6])[CH3:7]. The yield is 0.800. (6) The catalyst is C1(C)C=CC=CC=1.[Ti](Cl)(Cl)(Cl)Cl. The product is [Br:1][C:2]1[C:3]2[C:4]3[CH:13]=[N:14][C:15]([C:16]([O:18][CH2:19][CH3:20])=[O:17])=[CH:21][C:5]=3[NH:6][C:7]=2[C:8]([C:11]#[N:12])=[CH:9][CH:10]=1. The reactants are [Br:1][C:2]1[CH:10]=[CH:9][C:8]([C:11]#[N:12])=[C:7]2[C:3]=1[C:4]([CH2:13][NH:14][CH:15]([CH:21](OCC)OCC)[C:16]([O:18][CH2:19][CH3:20])=[O:17])=[CH:5][NH:6]2. The yield is 0.290.